From a dataset of Full USPTO retrosynthesis dataset with 1.9M reactions from patents (1976-2016). Predict the reactants needed to synthesize the given product. (1) Given the product [N:16]1[N:15]2[CH2:17][CH2:18][CH2:19][C:14]2=[CH:13][C:12]=1[CH:10]=[O:11], predict the reactants needed to synthesize it. The reactants are: [H-].[Al+3].[Li+].[H-].[H-].[H-].CON(C)[C:10]([C:12]1[CH:13]=[C:14]2[CH2:19][CH2:18][CH2:17][N:15]2[N:16]=1)=[O:11].S([O-])([O-])(=O)=O.[Na+].[Na+].S([O-])([O-])(=O)=O.[Mg+2]. (2) The reactants are: C([O:4][CH2:5][C@H:6]1[CH2:11][N:10]2[CH2:12][CH2:13][N:14]([C:16]3[CH:21]=[C:20]([C:22]4[CH:27]=[CH:26][C:25]([F:28])=[CH:24][C:23]=4[CH3:29])[C:19]([N:30]([C:32](=[O:50])[C:33]([C:36]4[CH:41]=[C:40]([C:42]([F:45])([F:44])[F:43])[CH:39]=[C:38]([C:46]([F:49])([F:48])[F:47])[CH:37]=4)([CH3:35])[CH3:34])[CH3:31])=[CH:18][N:17]=3)[CH2:15][CH:9]2[CH2:8][N:7]1[C:51](=[O:53])[CH3:52])(=O)C.[OH-].[Na+]. Given the product [C:51]([N:7]1[C@@H:6]([CH2:5][OH:4])[CH2:11][N:10]2[CH2:12][CH2:13][N:14]([C:16]3[N:17]=[CH:18][C:19]([N:30]([CH3:31])[C:32](=[O:50])[C:33]([C:36]4[CH:37]=[C:38]([C:46]([F:47])([F:48])[F:49])[CH:39]=[C:40]([C:42]([F:45])([F:44])[F:43])[CH:41]=4)([CH3:34])[CH3:35])=[C:20]([C:22]4[CH:27]=[CH:26][C:25]([F:28])=[CH:24][C:23]=4[CH3:29])[CH:21]=3)[CH2:15][CH:9]2[CH2:8]1)(=[O:53])[CH3:52], predict the reactants needed to synthesize it. (3) Given the product [CH3:12][O:15][C:16]1[CH:23]=[CH:22][CH:21]=[CH:20][C:17]=1[CH:18]([OH:19])[C:9]1[O:8][C:7]([C:2]2([CH3:1])[O:3][CH2:4][CH2:5][O:6]2)=[CH:11][CH:10]=1, predict the reactants needed to synthesize it. The reactants are: [CH3:1][C:2]1([C:7]2[O:8][CH:9]=[CH:10][CH:11]=2)[O:6][CH2:5][CH2:4][O:3]1.[CH:12]([O:15][C:16]1[CH:23]=[CH:22][CH:21]=[CH:20][C:17]=1[CH:18]=[O:19])(C)C.[Cl-].[NH4+]. (4) Given the product [NH2:1][C@@H:4]1[C:14]2[C:9](=[N:10][CH:11]=[CH:12][CH:13]=2)[C@H:8]([NH:15][C:16]([C:18]2[CH:19]=[C:20]3[CH2:35][C@@:25]4([C:33]5[C:28](=[N:29][CH:30]=[CH:31][CH:32]=5)[NH:27][C:26]4=[O:34])[CH2:24][C:21]3=[N:22][CH:23]=2)=[O:17])[CH2:7][CH2:6][C@H:5]1[C:36]1[CH:41]=[CH:40][CH:39]=[C:38]([F:42])[C:37]=1[F:43], predict the reactants needed to synthesize it. The reactants are: [N:1]([C@@H:4]1[C:14]2[C:9](=[N:10][CH:11]=[CH:12][CH:13]=2)[C@H:8]([NH:15][C:16]([C:18]2[CH:19]=[C:20]3[CH2:35][C@@:25]4([C:33]5[C:28](=[N:29][CH:30]=[CH:31][CH:32]=5)[NH:27][C:26]4=[O:34])[CH2:24][C:21]3=[N:22][CH:23]=2)=[O:17])[CH2:7][CH2:6][C@H:5]1[C:36]1[CH:41]=[CH:40][CH:39]=[C:38]([F:42])[C:37]=1[F:43])=[N+]=[N-].CP(C)C. (5) Given the product [F:16][C:17]1[CH:18]=[C:19]([CH:22]=[CH:23][C:24]=1[O:6][CH2:7][C:8]1[CH:13]=[CH:12][CH:11]=[CH:10][N:9]=1)[CH:20]=[O:21], predict the reactants needed to synthesize it. The reactants are: CN(C)C=O.[OH:6][CH2:7][C:8]1[CH:13]=[CH:12][CH:11]=[CH:10][N:9]=1.[H-].[Na+].[F:16][C:17]1[CH:18]=[C:19]([CH:22]=[CH:23][C:24]=1F)[CH:20]=[O:21]. (6) Given the product [CH2:9]([S:11]([N:14]1[CH2:19][CH2:18][CH:17]([C:20]2[C:28]3[C:23](=[C:24]([C:36]([NH2:38])=[O:37])[CH:25]=[C:26]([C:29]4[CH:33]=[C:32]([CH2:34][N:4]([CH3:5])[CH2:1][CH:2]=[CH2:3])[S:31][CH:30]=4)[CH:27]=3)[NH:22][CH:21]=2)[CH2:16][CH2:15]1)(=[O:13])=[O:12])[CH3:10], predict the reactants needed to synthesize it. The reactants are: [CH2:1]([NH2:4])[CH:2]=[CH2:3].[CH3:5]C(O)=O.[CH2:9]([S:11]([N:14]1[CH2:19][CH2:18][CH:17]([C:20]2[C:28]3[C:23](=[C:24]([C:36]([NH2:38])=[O:37])[CH:25]=[C:26]([C:29]4[CH:33]=[C:32]([CH:34]=O)[S:31][CH:30]=4)[CH:27]=3)[NH:22][CH:21]=2)[CH2:16][CH2:15]1)(=[O:13])=[O:12])[CH3:10].[BH-](OC(C)=O)(OC(C)=O)OC(C)=O.[Na+].[BH3-]C#N.[Na+].C=O. (7) Given the product [CH3:19][O:18][C:15]1[CH:16]=[CH:17][C:12]([C:10]2[N:35]=[C:34]([CH:31]3[CH2:32][CH2:33][N:28]([C:26]([O:25][C:21]([CH3:24])([CH3:23])[CH3:22])=[O:27])[CH2:29][CH2:30]3)[O:20][C:9]=2[C:6]2[CH:7]=[CH:8][C:3]([O:2][CH3:1])=[CH:4][CH:5]=2)=[CH:13][CH:14]=1, predict the reactants needed to synthesize it. The reactants are: [CH3:1][O:2][C:3]1[CH:8]=[CH:7][C:6]([C:9](=[O:20])[CH:10]([C:12]2[CH:17]=[CH:16][C:15]([O:18][CH3:19])=[CH:14][CH:13]=2)Br)=[CH:5][CH:4]=1.[C:21]([O:25][C:26]([N:28]1[CH2:33][CH2:32][CH:31]([C:34](=S)[NH2:35])[CH2:30][CH2:29]1)=[O:27])([CH3:24])([CH3:23])[CH3:22]. (8) Given the product [CH2:28]([CH:16]1[N:15]([C:13]([C:10]2[CH:11]=[CH:12][N:8]([C:3]3[CH:4]=[CH:5][CH:6]=[CH:7][C:2]=3[NH:1][CH2:41][CH2:42][CH2:43][CH2:44][CH3:45])[C:9]=2[C:35]2[CH:40]=[CH:39][CH:38]=[CH:37][CH:36]=2)=[O:14])[CH2:20][CH2:19][N:18]([C:21]([O:23][C:24]([CH3:26])([CH3:27])[CH3:25])=[O:22])[CH2:17]1)[C:29]1[CH:30]=[CH:31][CH:32]=[CH:33][CH:34]=1, predict the reactants needed to synthesize it. The reactants are: [NH2:1][C:2]1[CH:7]=[CH:6][CH:5]=[CH:4][C:3]=1[N:8]1[CH:12]=[CH:11][C:10]([C:13]([N:15]2[CH2:20][CH2:19][N:18]([C:21]([O:23][C:24]([CH3:27])([CH3:26])[CH3:25])=[O:22])[CH2:17][CH:16]2[CH2:28][C:29]2[CH:34]=[CH:33][CH:32]=[CH:31][CH:30]=2)=[O:14])=[C:9]1[C:35]1[CH:40]=[CH:39][CH:38]=[CH:37][CH:36]=1.[CH:41](=O)[CH2:42][CH2:43][CH2:44][CH3:45].C(O[BH-](OC(=O)C)OC(=O)C)(=O)C.[Na+].C(=O)(O)[O-].[Na+]. (9) Given the product [CH2:1]([O:8][C:9]1[C:18]2[C:13](=[CH:14][CH:15]=[C:16]([C:27]3[CH:26]=[CH:25][CH:24]=[C:23]([O:22][CH3:21])[CH:28]=3)[CH:17]=2)[CH:12]=[C:11]([Cl:20])[N:10]=1)[C:2]1[CH:7]=[CH:6][CH:5]=[CH:4][CH:3]=1, predict the reactants needed to synthesize it. The reactants are: [CH2:1]([O:8][C:9]1[C:18]2[C:13](=[CH:14][CH:15]=[C:16](Br)[CH:17]=2)[CH:12]=[C:11]([Cl:20])[N:10]=1)[C:2]1[CH:7]=[CH:6][CH:5]=[CH:4][CH:3]=1.[CH3:21][O:22][C:23]1[CH:24]=[C:25](B(O)O)[CH:26]=[CH:27][CH:28]=1.C([O-])([O-])=O.[K+].[K+]. (10) Given the product [C:1]([SiH2:5][O:6][C:7]([CH3:19])([CH3:18])[C:8]1[CH:16]=[CH:15][C:11]([C:12](=[O:14])[CH3:22])=[CH:10][C:9]=1[F:17])([CH3:2])([CH3:3])[CH3:4], predict the reactants needed to synthesize it. The reactants are: [C:1]([SiH2:5][O:6][C:7]([CH3:19])([CH3:18])[C:8]1[CH:16]=[CH:15][C:11]([C:12]([OH:14])=O)=[CH:10][C:9]=1[F:17])([CH3:4])([CH3:3])[CH3:2].C[Li].[CH3:22][Si](C)(C)Cl.